From a dataset of Full USPTO retrosynthesis dataset with 1.9M reactions from patents (1976-2016). Predict the reactants needed to synthesize the given product. (1) Given the product [F:1][C:2]1[CH:3]=[CH:4][C:5]([C@@H:8]([NH:10][C:11]2[N:16]=[C:15]3[N:17]([C:18]4[CH:22]=[C:21]([O:23][CH:24]([CH3:26])[CH3:25])[NH:20][N:19]=4)[CH:30]=[N:27][C:14]3=[CH:13][CH:12]=2)[CH3:9])=[N:6][CH:7]=1, predict the reactants needed to synthesize it. The reactants are: [F:1][C:2]1[CH:3]=[CH:4][C:5]([C@@H:8]([NH:10][C:11]2[N:16]=[C:15]([NH:17][C:18]3[CH:22]=[C:21]([O:23][CH:24]([CH3:26])[CH3:25])[NH:20][N:19]=3)[C:14]([N+:27]([O-])=O)=[CH:13][CH:12]=2)[CH3:9])=[N:6][CH:7]=1.[CH2:30](O)C.C(O)(=O)C.C(N)=N.C(OCC)(=O)C. (2) Given the product [CH3:10][O:11][CH2:12][CH2:13][C:14](=[O:16])[CH:7]([CH3:8])[C:6]#[N:9], predict the reactants needed to synthesize it. The reactants are: C1COCC1.[C:6](#[N:9])[CH2:7][CH3:8].[CH3:10][O:11][CH2:12][CH2:13][C:14]([O:16]C)=O. (3) Given the product [NH2:20][C@@H:17]1[CH2:18][CH2:19][N:15]([C:12]2[CH:13]=[CH:14][C:9]([NH:8][C:5]3[N:4]=[C:3]([C:26]4[N:30]5[CH:31]=[CH:32][CH:33]=[CH:34][C:29]5=[N:28][CH:27]=4)[C:2]([Cl:1])=[CH:7][N:6]=3)=[C:10]([O:24][CH3:25])[CH:11]=2)[CH2:16]1, predict the reactants needed to synthesize it. The reactants are: [Cl:1][C:2]1[C:3]([C:26]2[N:30]3[CH:31]=[CH:32][CH:33]=[CH:34][C:29]3=[N:28][CH:27]=2)=[N:4][C:5]([NH:8][C:9]2[CH:14]=[CH:13][C:12]([N:15]3[CH2:19][CH2:18][C@@H:17]([NH:20]C(=O)C)[CH2:16]3)=[CH:11][C:10]=2[O:24][CH3:25])=[N:6][CH:7]=1. (4) Given the product [Cl:1][C:2]1[CH:3]=[CH:4][C:5]([O:29][CH:30]([F:31])[F:32])=[C:6]([C:8]2[C:12]([NH:13][C:14]([C:16]3[CH:17]=[N:18][N:19]4[CH:24]=[CH:23][CH:22]=[N:21][C:20]=34)=[O:15])=[CH:11][N:10]([CH2:25][C:26]([N:47]3[CH2:48][CH2:49][N:44]([CH3:43])[CH2:45][CH:46]3[CH3:50])=[O:27])[N:9]=2)[CH:7]=1, predict the reactants needed to synthesize it. The reactants are: [Cl:1][C:2]1[CH:3]=[CH:4][C:5]([O:29][CH:30]([F:32])[F:31])=[C:6]([C:8]2[C:12]([NH:13][C:14]([C:16]3[CH:17]=[N:18][N:19]4[CH:24]=[CH:23][CH:22]=[N:21][C:20]=34)=[O:15])=[CH:11][N:10]([CH2:25][C:26](O)=[O:27])[N:9]=2)[CH:7]=1.CCN(C(C)C)C(C)C.Cl.[CH3:43][N:44]1[CH2:49][CH2:48][NH:47][CH:46]([CH3:50])[CH2:45]1.CN(C(ON1N=NC2C=CC=NC1=2)=[N+](C)C)C.F[P-](F)(F)(F)(F)F. (5) Given the product [ClH:1].[F:12][C:13]([F:24])([F:23])[C:14]1[N:19]=[CH:18][C:17]([C:2]2[CH:3]=[C:4]([C:5]([O:7][CH3:8])=[O:6])[CH:9]=[CH:10][N:11]=2)=[CH:16][CH:15]=1, predict the reactants needed to synthesize it. The reactants are: [Cl:1][C:2]1[CH:3]=[C:4]([CH:9]=[CH:10][N:11]=1)[C:5]([O:7][CH3:8])=[O:6].[F:12][C:13]([F:24])([F:23])[C:14]1[N:19]=[CH:18][C:17](B(O)O)=[CH:16][CH:15]=1.C(=O)([O-])[O-].[K+].[K+].Cl. (6) Given the product [N+:12]([C:15]1[CH:16]=[C:17]([C:21]2[CH2:26][CH2:25][CH2:24][CH2:23][C:22]=2[CH2:27][OH:28])[CH:18]=[CH:19][CH:20]=1)([O-:14])=[O:13], predict the reactants needed to synthesize it. The reactants are: O.O.O.O.O.O.O.[Cl-].[Ce+3].[Cl-].[Cl-].[N+:12]([C:15]1[CH:16]=[C:17]([C:21]2[CH2:26][CH2:25][CH2:24][CH2:23][C:22]=2[CH:27]=[O:28])[CH:18]=[CH:19][CH:20]=1)([O-:14])=[O:13].[BH4-].[Na+].[Cl-].[NH4+]. (7) Given the product [OH:54][CH2:17][C:14]([NH:13][C:11]([C:10]1[C:4]2[C:5](=[N:6][CH:7]=[CH:2][N:3]=2)[NH:8][CH:9]=1)=[O:12])([CH3:15])[CH3:16], predict the reactants needed to synthesize it. The reactants are: Br[C:2]1[N:3]=[C:4]2[C:10]([C:11]([NH:13][C:14]([CH3:17])([CH3:16])[CH3:15])=[O:12])=[CH:9][N:8](COCC[Si](C)(C)C)[C:5]2=[N:6][CH:7]=1.ClC1C=C2C(C([Sn](CCCC)(CCCC)CCCC)=NN2C)=CC=1.CN(C=[O:54])C. (8) Given the product [C:1]([O:5][C:6]([N:8]1[CH2:13][CH2:12][CH:11]([NH:14][C:16]2[CH:21]=[N:20][C:19]([N+:22]([O-:24])=[O:23])=[CH:18][CH:17]=2)[CH2:10][CH2:9]1)=[O:7])([CH3:4])([CH3:2])[CH3:3], predict the reactants needed to synthesize it. The reactants are: [C:1]([O:5][C:6]([N:8]1[CH2:13][CH2:12][CH:11]([NH2:14])[CH2:10][CH2:9]1)=[O:7])([CH3:4])([CH3:3])[CH3:2].Br[C:16]1[CH:17]=[CH:18][C:19]([N+:22]([O-:24])=[O:23])=[N:20][CH:21]=1.C1(P(C2C=CC=CC=2)C2C=CC3C(=CC=CC=3)C=2C2C3C(=CC=CC=3)C=CC=2P(C2C=CC=CC=2)C2C=CC=CC=2)C=CC=CC=1.CC(C)([O-])C.[Na+]. (9) Given the product [F:18][C:14]1[CH:13]=[C:12]([C:9]2[N:8]=[C:7]([CH3:19])[C:6]([C:4]([OH:5])=[O:3])=[CH:11][N:10]=2)[CH:17]=[CH:16][CH:15]=1, predict the reactants needed to synthesize it. The reactants are: C([O:3][C:4]([C:6]1[C:7]([CH3:19])=[N:8][C:9]([C:12]2[CH:17]=[CH:16][CH:15]=[C:14]([F:18])[CH:13]=2)=[N:10][CH:11]=1)=[O:5])C.[OH-].[Na+].C1COCC1.CO. (10) Given the product [CH2:25]([OH:26])[CH2:24][CH2:23][CH2:22][CH2:21][CH2:20][CH2:19][CH2:18][CH2:17][CH2:16][CH2:15][CH2:14][OH:27].[C:1]([OH:13])(=[O:12])[CH2:2][C:3]([CH2:8][C:9]([OH:11])=[O:10])([C:5]([OH:7])=[O:6])[OH:4], predict the reactants needed to synthesize it. The reactants are: [C:1]([OH:13])(=[O:12])[CH2:2][C:3]([CH2:8][C:9]([OH:11])=[O:10])([C:5]([OH:7])=[O:6])[OH:4].[CH2:14]([OH:27])[CH2:15][CH2:16][CH2:17][CH2:18][CH2:19][CH2:20][CH2:21][CH2:22][CH2:23][CH2:24][CH2:25][OH:26].CCNC(CC1C=CC2OCOC=2C=1)C.C(O)(=O)CC(CC(O)=O)(C(O)=O)O.C(O)CCCCCCCCCCCO.CCNC(CC1C=CC2OCOC=2C=1)C.